From a dataset of Catalyst prediction with 721,799 reactions and 888 catalyst types from USPTO. Predict which catalyst facilitates the given reaction. (1) Reactant: [CH3:1][C@@H:2]1[CH2:6][CH2:5][CH2:4][N:3]1[C:7]1[C:8](OS(C(F)(F)F)(=O)=O)=[N:9][C:10]2[C:15]([N:16]=1)=[CH:14][C:13]([C:17]([O:19][CH3:20])=[O:18])=[CH:12][CH:11]=2.[O:29]1[C:33]2[CH:34]=[CH:35][C:36](B3OC(C)(C)C(C)(C)O3)=[CH:37][C:32]=2[O:31][CH2:30]1.[O-]P([O-])([O-])=O.[K+].[K+].[K+]. Product: [O:29]1[C:33]2[CH:34]=[CH:35][C:36]([C:8]3[C:7]([N:3]4[CH2:4][CH2:5][CH2:6][C@H:2]4[CH3:1])=[N:16][C:15]4[C:10](=[CH:11][CH:12]=[C:13]([C:17]([O:19][CH3:20])=[O:18])[CH:14]=4)[N:9]=3)=[CH:37][C:32]=2[O:31][CH2:30]1. The catalyst class is: 70. (2) Reactant: [N+]([C:4]1[CH:11]=[C:10]([N+:12]([O-:14])=[O:13])[CH:9]=[CH:8][C:5]=1[CH:6]=O)([O-])=O.[SH:15][CH2:16][C:17]([O:19][CH3:20])=[O:18].C(N(CC)CC)C. Product: [N+:12]([C:10]1[CH:9]=[CH:8][C:5]2[CH:6]=[C:16]([C:17]([O:19][CH3:20])=[O:18])[S:15][C:4]=2[CH:11]=1)([O-:14])=[O:13]. The catalyst class is: 16. (3) Reactant: [C:1]1([CH2:7][O:8][CH2:9][C:10](=[O:13])[CH:11]=[CH2:12])[CH:6]=[CH:5][CH:4]=[CH:3][CH:2]=1.[CH2:14]([NH:21][CH:22]([CH2:27]OC)[Si](C)(C)C)[C:15]1[CH:20]=[CH:19][CH:18]=[CH:17][CH:16]=1.FC(F)(F)C(O)=O. Product: [CH2:7]([O:8][CH2:9][C:10]([CH:11]1[CH2:27][CH2:22][N:21]([CH2:14][C:15]2[CH:20]=[CH:19][CH:18]=[CH:17][CH:16]=2)[CH2:12]1)=[O:13])[C:1]1[CH:6]=[CH:5][CH:4]=[CH:3][CH:2]=1. The catalyst class is: 503. (4) Reactant: [C:1]1([NH:7][C:8]([C:10]2[C:18]3[C:14](=[CH:15][N:16](CC4C=CC(OC)=CC=4)[N:17]=3)[CH:13]=[C:12](Br)[CH:11]=2)=[O:9])[CH:6]=[CH:5][CH:4]=[CH:3][CH:2]=1.[NH2:29][C:30]1[CH:35]=[CH:34][N:33]=[CH:32][CH:31]=1.C(=O)([O-])[O-].[Cs+].[Cs+].CC1(C)C2C(=C(P(C3C=CC=CC=3)C3C=CC=CC=3)C=CC=2)OC2C(P(C3C=CC=CC=3)C3C=CC=CC=3)=CC=CC1=2.C([SiH](C(C)C)C(C)C)(C)C. Product: [C:1]1([NH:7][C:8]([C:10]2[CH:11]=[C:12]([NH:29][C:30]3[CH:35]=[CH:34][N:33]=[CH:32][CH:31]=3)[CH:13]=[C:14]3[C:18]=2[NH:17][N:16]=[CH:15]3)=[O:9])[CH:2]=[CH:3][CH:4]=[CH:5][CH:6]=1. The catalyst class is: 62.